Dataset: NCI-60 drug combinations with 297,098 pairs across 59 cell lines. Task: Regression. Given two drug SMILES strings and cell line genomic features, predict the synergy score measuring deviation from expected non-interaction effect. (1) Drug 1: C1CCC(C1)C(CC#N)N2C=C(C=N2)C3=C4C=CNC4=NC=N3. Drug 2: CC1=C2C(C(=O)C3(C(CC4C(C3C(C(C2(C)C)(CC1OC(=O)C(C(C5=CC=CC=C5)NC(=O)C6=CC=CC=C6)O)O)OC(=O)C7=CC=CC=C7)(CO4)OC(=O)C)O)C)OC(=O)C. Cell line: RPMI-8226. Synergy scores: CSS=78.2, Synergy_ZIP=12.5, Synergy_Bliss=14.0, Synergy_Loewe=-23.3, Synergy_HSA=9.50. (2) Drug 1: CCC1(CC2CC(C3=C(CCN(C2)C1)C4=CC=CC=C4N3)(C5=C(C=C6C(=C5)C78CCN9C7C(C=CC9)(C(C(C8N6C=O)(C(=O)OC)O)OC(=O)C)CC)OC)C(=O)OC)O.OS(=O)(=O)O. Drug 2: CN1C(=O)N2C=NC(=C2N=N1)C(=O)N. Cell line: IGROV1. Synergy scores: CSS=5.15, Synergy_ZIP=2.49, Synergy_Bliss=9.42, Synergy_Loewe=10.3, Synergy_HSA=10.4. (3) Drug 1: COC1=C(C=C2C(=C1)N=CN=C2NC3=CC(=C(C=C3)F)Cl)OCCCN4CCOCC4. Drug 2: CC1=C(C=C(C=C1)NC(=O)C2=CC=C(C=C2)CN3CCN(CC3)C)NC4=NC=CC(=N4)C5=CN=CC=C5. Cell line: DU-145. Synergy scores: CSS=28.8, Synergy_ZIP=2.33, Synergy_Bliss=0.283, Synergy_Loewe=-12.2, Synergy_HSA=-3.40. (4) Drug 1: C1=CC=C(C(=C1)C(C2=CC=C(C=C2)Cl)C(Cl)Cl)Cl. Drug 2: C1CNP(=O)(OC1)N(CCCl)CCCl. Cell line: HCC-2998. Synergy scores: CSS=2.74, Synergy_ZIP=4.65, Synergy_Bliss=4.47, Synergy_Loewe=2.33, Synergy_HSA=2.11. (5) Drug 1: CC1CCC2CC(C(=CC=CC=CC(CC(C(=O)C(C(C(=CC(C(=O)CC(OC(=O)C3CCCCN3C(=O)C(=O)C1(O2)O)C(C)CC4CCC(C(C4)OC)O)C)C)O)OC)C)C)C)OC. Drug 2: B(C(CC(C)C)NC(=O)C(CC1=CC=CC=C1)NC(=O)C2=NC=CN=C2)(O)O. Cell line: HOP-92. Synergy scores: CSS=63.7, Synergy_ZIP=-2.26, Synergy_Bliss=-4.84, Synergy_Loewe=-5.78, Synergy_HSA=-4.89.